This data is from Forward reaction prediction with 1.9M reactions from USPTO patents (1976-2016). The task is: Predict the product of the given reaction. (1) Given the reactants Br[C:2]1[CH:7]=[CH:6][C:5]([C:8]2[N:12]([CH2:13][CH:14]3[CH2:17][N:16]([C:18]([CH:20]4[CH2:22][CH2:21]4)=[O:19])[CH2:15]3)[CH:11]=[N:10][N:9]=2)=[CH:4][CH:3]=1.B1(B2OC(C)(C)C(C)(C)O2)OC(C)(C)C(C)(C)O1.CC([O-])=O.[K+].Br[C:47]1[CH:55]=[CH:54][C:50]2[N:51]=[CH:52][S:53][C:49]=2[CH:48]=1.C([O-])([O-])=O.[K+].[K+], predict the reaction product. The product is: [CH:20]1([C:18]([N:16]2[CH2:17][CH:14]([CH2:13][N:12]3[CH:11]=[N:10][N:9]=[C:8]3[C:5]3[CH:6]=[CH:7][C:2]([C:47]4[CH:55]=[CH:54][C:50]5[N:51]=[CH:52][S:53][C:49]=5[CH:48]=4)=[CH:3][CH:4]=3)[CH2:15]2)=[O:19])[CH2:22][CH2:21]1. (2) The product is: [O:16]=[C:9]([NH:8][C:5]1[CH:4]=[N:3][C:2]([C:25]#[C:24][Si:26]([CH3:29])([CH3:28])[CH3:27])=[CH:7][N:6]=1)[CH2:10][CH2:11][C:12]([O:14][CH3:15])=[O:13]. Given the reactants Br[C:2]1[N:3]=[CH:4][C:5]([NH:8][C:9](=[O:16])[CH2:10][CH2:11][C:12]([O:14][CH3:15])=[O:13])=[N:6][CH:7]=1.C(NC(C)C)(C)C.[C:24]([Si:26]([CH3:29])([CH3:28])[CH3:27])#[CH:25], predict the reaction product. (3) Given the reactants Br[C:2]1[N:10]2[C:5]([CH:6]=[N:7][C:8]([NH:11][C:12]3[CH:17]=[CH:16][C:15]([N:18]4[CH2:23][CH2:22][N:21]([CH3:24])[CH2:20][CH2:19]4)=[CH:14][CH:13]=3)=[N:9]2)=[CH:4][CH:3]=1.[CH3:25][C:26]1([CH3:42])[C:30]([CH3:32])([CH3:31])[O:29][B:28]([B:28]2[O:29][C:30]([CH3:32])([CH3:31])[C:26]([CH3:42])([CH3:25])[O:27]2)[O:27]1.C([O-])(=O)C.[K+], predict the reaction product. The product is: [CH3:24][N:21]1[CH2:22][CH2:23][N:18]([C:15]2[CH:16]=[CH:17][C:12]([NH:11][C:8]3[N:7]=[CH:6][C:5]4=[CH:4][CH:3]=[C:2]([B:28]5[O:29][C:30]([CH3:32])([CH3:31])[C:26]([CH3:42])([CH3:25])[O:27]5)[N:10]4[N:9]=3)=[CH:13][CH:14]=2)[CH2:19][CH2:20]1. (4) Given the reactants [C:1]([O-:4])(=[O:3])C.[O:5]=[C:6]1[C@@H:9]([NH3+:10])[CH2:8][NH:7]1.[CH3:11]CN(C(C)C)C(C)C.[CH2:20]([C:23]1[CH:28]=[CH:27][C:26](C2C=CN(C([O-])=O)C(=O)C=2C)=[CH:25][CH:24]=1)[CH2:21][CH3:22], predict the reaction product. The product is: [CH2:20]([C:23]1[CH:28]=[CH:27][C:26]([O:4][C:1](=[O:3])[N:10]([CH3:11])[C@H:9]2[CH2:8][NH:7][C:6]2=[O:5])=[CH:25][CH:24]=1)[CH2:21][CH3:22]. (5) Given the reactants [C:1]([O:5][C:6]([NH:8][C@H:9]1[CH2:13][CH2:12][C@H:11]([C:14]([OH:16])=[O:15])[CH2:10]1)=[O:7])([CH3:4])([CH3:3])[CH3:2].C1C=CC2N(O)N=NC=2C=1.C(Cl)CCl.O/[N:32]=[C:33](\[NH2:49])/[CH:34]([C:42]1[CH:47]=[CH:46][C:45]([CH3:48])=[CH:44][CH:43]=1)[O:35][CH:36]1[CH2:41][CH2:40][CH2:39][CH2:38][O:37]1.C(=O)(O)[O-].[Na+], predict the reaction product. The product is: [NH2:49]/[C:33](=[N:32]\[O:15][C:14]([C@H:11]1[CH2:12][CH2:13][C@H:9]([NH:8][C:6](=[O:7])[O:5][C:1]([CH3:4])([CH3:2])[CH3:3])[CH2:10]1)=[O:16])/[CH:34]([C:42]1[CH:43]=[CH:44][C:45]([CH3:48])=[CH:46][CH:47]=1)[O:35][CH:36]1[CH2:41][CH2:40][CH2:39][CH2:38][O:37]1. (6) Given the reactants C(OC(=O)[NH:7][C@H:8]1[CH2:13][CH2:12][C@@H:11]([O:14][C:15]2[CH:16]=[C:17]3[C:22](=[CH:23][CH:24]=2)[C:21]([NH2:25])=[N:20][CH:19]=[CH:18]3)[CH2:10][CH2:9]1)(C)(C)C, predict the reaction product. The product is: [NH2:7][C@@H:8]1[CH2:9][CH2:10][C@H:11]([O:14][C:15]2[CH:16]=[C:17]3[C:22](=[CH:23][CH:24]=2)[C:21]([NH2:25])=[N:20][CH:19]=[CH:18]3)[CH2:12][CH2:13]1. (7) Given the reactants [Cl:1][C:2]1[N:7]=[CH:6][C:5]([C:8](Cl)=[O:9])=[CH:4][CH:3]=1.[NH2:11][C:12]1[CH:13]=[C:14]([NH:19][C:20](=[O:34])[C:21]2[CH:26]=[C:25]([N:27]3[CH2:32][CH2:31][O:30][CH2:29][CH2:28]3)[CH:24]=[C:23]([F:33])[CH:22]=2)[CH:15]=[CH:16][C:17]=1[Cl:18], predict the reaction product. The product is: [Cl:1][C:2]1[N:7]=[CH:6][C:5]([C:8]([NH:11][C:12]2[CH:13]=[C:14]([NH:19][C:20](=[O:34])[C:21]3[CH:26]=[C:25]([N:27]4[CH2:32][CH2:31][O:30][CH2:29][CH2:28]4)[CH:24]=[C:23]([F:33])[CH:22]=3)[CH:15]=[CH:16][C:17]=2[Cl:18])=[O:9])=[CH:4][CH:3]=1.